Dataset: Forward reaction prediction with 1.9M reactions from USPTO patents (1976-2016). Task: Predict the product of the given reaction. (1) Given the reactants [CH3:1][N:2]([CH3:15])[S:3]([C:6]1[CH:7]=[C:8]([CH:12]=[CH:13][CH:14]=1)[C:9]([OH:11])=O)(=[O:5])=[O:4].[CH3:16][C:17]1[CH:23]=[CH:22][C:20]([NH2:21])=[CH:19][C:18]=1[N+:24]([O-:26])=[O:25].C(N(C(C)C)CC)(C)C.CN(C(ON1N=NC2C=CC=NC1=2)=[N+](C)C)C.F[P-](F)(F)(F)(F)F, predict the reaction product. The product is: [CH3:15][N:2]([CH3:1])[S:3]([C:6]1[CH:7]=[C:8]([CH:12]=[CH:13][CH:14]=1)[C:9]([NH:21][C:20]1[CH:22]=[CH:23][C:17]([CH3:16])=[C:18]([N+:24]([O-:26])=[O:25])[CH:19]=1)=[O:11])(=[O:4])=[O:5]. (2) Given the reactants N(OCCC(C)C)=O.[Br:9][C:10]1[C:16]([F:17])=[CH:15][C:13](N)=[C:12]([O:18][CH3:19])[CH:11]=1.[ClH:20], predict the reaction product. The product is: [Br:9][C:10]1[C:16]([F:17])=[CH:15][C:13]([Cl:20])=[C:12]([O:18][CH3:19])[CH:11]=1. (3) The product is: [Br:1][C:2]1[CH:3]=[C:4]([C@@H:8]([NH:10][C:17](=[O:19])[CH3:18])[CH3:9])[CH:5]=[CH:6][CH:7]=1. Given the reactants [Br:1][C:2]1[CH:3]=[C:4]([C@@H:8]([NH2:10])[CH3:9])[CH:5]=[CH:6][CH:7]=1.N1C=CC=CC=1.[C:17](OC(=O)C)(=[O:19])[CH3:18], predict the reaction product. (4) The product is: [OH:24][C:7]1[C:6]([C:4]([NH:25][CH2:26][C:27]([OH:29])=[O:28])=[O:5])=[N:11][CH:10]=[C:9]2[N:12]([CH2:15][C:16]3[CH:21]=[CH:20][CH:19]=[CH:18][C:17]=3[O:22][CH3:23])[CH:13]=[CH:14][C:8]=12. Given the reactants C(O[C:4]([C:6]1[C:7]([OH:24])=[C:8]2[CH:14]=[CH:13][N:12]([CH2:15][C:16]3[CH:21]=[CH:20][CH:19]=[CH:18][C:17]=3[O:22][CH3:23])[C:9]2=[CH:10][N:11]=1)=[O:5])C.[NH2:25][CH2:26][C:27]([OH:29])=[O:28].C[O-].[Na+].CO, predict the reaction product. (5) Given the reactants [CH2:1]([NH:8][C:9]1[N:14]2[N:15]=[CH:16][C:17]([Br:18])=[C:13]2[N:12]=[CH:11][C:10]=1[C:19]([OH:21])=O)[C:2]1[CH:7]=[CH:6][CH:5]=[CH:4][CH:3]=1.[F:22][C:23]1[CH:28]=[CH:27][C:26]([N:29]2[CH2:34][CH2:33][NH:32][CH2:31][CH2:30]2)=[CH:25][CH:24]=1, predict the reaction product. The product is: [CH2:1]([NH:8][C:9]1[N:14]2[N:15]=[CH:16][C:17]([Br:18])=[C:13]2[N:12]=[CH:11][C:10]=1[C:19]([N:32]1[CH2:31][CH2:30][N:29]([C:26]2[CH:25]=[CH:24][C:23]([F:22])=[CH:28][CH:27]=2)[CH2:34][CH2:33]1)=[O:21])[C:2]1[CH:3]=[CH:4][CH:5]=[CH:6][CH:7]=1. (6) Given the reactants [CH2:1]([O:8][C:9]1[CH:14]=[CH:13][C:12]([Sn](C)(C)C)=[CH:11][N:10]=1)[C:2]1[CH:7]=[CH:6][CH:5]=[CH:4][CH:3]=1.FC(F)(F)S(O[C:25]1[CH2:26][CH2:27][N:28]([C:31]([O:33][C:34]([CH3:37])([CH3:36])[CH3:35])=[O:32])[CH2:29][CH:30]=1)(=O)=O, predict the reaction product. The product is: [CH2:1]([O:8][C:9]1[NH:10][CH2:11][C:12]([C:25]2[CH2:30][CH2:29][N:28]([C:31]([O:33][C:34]([CH3:37])([CH3:36])[CH3:35])=[O:32])[CH2:27][CH:26]=2)=[CH:13][CH:14]=1)[C:2]1[CH:7]=[CH:6][CH:5]=[CH:4][CH:3]=1.